This data is from Reaction yield outcomes from USPTO patents with 853,638 reactions. The task is: Predict the reaction yield, written as a fraction of the theoretical maximum amount of product (1.0 means a 100% yield; for example, 0.34 means a 34% yield). The reactants are [Cl:1][C:2]1[C:7]([N+:8]([O-:10])=[O:9])=[CH:6][CH:5]=[C:4]([Cl:11])[C:3]=1[S:12](Cl)(=[O:14])=[O:13].[NH2:16][CH2:17][CH2:18][CH2:19][N:20]1[CH2:25][CH2:24][O:23][CH2:22][CH2:21]1.C(N(CC)CC)C. No catalyst specified. The product is [N:20]1([CH2:19][CH2:18][CH2:17][NH:16][S:12]([C:3]2[C:4]([Cl:11])=[CH:5][CH:6]=[C:7]([N+:8]([O-:10])=[O:9])[C:2]=2[Cl:1])(=[O:14])=[O:13])[CH2:25][CH2:24][O:23][CH2:22][CH2:21]1. The yield is 0.740.